Dataset: NCI-60 drug combinations with 297,098 pairs across 59 cell lines. Task: Regression. Given two drug SMILES strings and cell line genomic features, predict the synergy score measuring deviation from expected non-interaction effect. (1) Drug 1: CC(C)(C#N)C1=CC(=CC(=C1)CN2C=NC=N2)C(C)(C)C#N. Drug 2: C(CN)CNCCSP(=O)(O)O. Cell line: NCI-H322M. Synergy scores: CSS=-2.20, Synergy_ZIP=1.56, Synergy_Bliss=0.474, Synergy_Loewe=-2.38, Synergy_HSA=-2.18. (2) Drug 1: CNC(=O)C1=CC=CC=C1SC2=CC3=C(C=C2)C(=NN3)C=CC4=CC=CC=N4. Drug 2: CC(C1=C(C=CC(=C1Cl)F)Cl)OC2=C(N=CC(=C2)C3=CN(N=C3)C4CCNCC4)N. Cell line: M14. Synergy scores: CSS=-4.66, Synergy_ZIP=3.92, Synergy_Bliss=1.66, Synergy_Loewe=-0.781, Synergy_HSA=-3.60. (3) Drug 1: CNC(=O)C1=CC=CC=C1SC2=CC3=C(C=C2)C(=NN3)C=CC4=CC=CC=N4. Drug 2: CCCS(=O)(=O)NC1=C(C(=C(C=C1)F)C(=O)C2=CNC3=C2C=C(C=N3)C4=CC=C(C=C4)Cl)F. Cell line: SNB-19. Synergy scores: CSS=6.12, Synergy_ZIP=1.41, Synergy_Bliss=4.43, Synergy_Loewe=-0.184, Synergy_HSA=2.13. (4) Synergy scores: CSS=6.27, Synergy_ZIP=-4.25, Synergy_Bliss=-4.88, Synergy_Loewe=-4.14, Synergy_HSA=-2.73. Cell line: NCI-H226. Drug 2: C1CCC(CC1)NC(=O)N(CCCl)N=O. Drug 1: C1CN1C2=NC(=NC(=N2)N3CC3)N4CC4. (5) Drug 1: CN(C)C1=NC(=NC(=N1)N(C)C)N(C)C. Drug 2: CCC1(CC2CC(C3=C(CCN(C2)C1)C4=CC=CC=C4N3)(C5=C(C=C6C(=C5)C78CCN9C7C(C=CC9)(C(C(C8N6C)(C(=O)OC)O)OC(=O)C)CC)OC)C(=O)OC)O.OS(=O)(=O)O. Cell line: DU-145. Synergy scores: CSS=55.5, Synergy_ZIP=5.62, Synergy_Bliss=3.26, Synergy_Loewe=-43.8, Synergy_HSA=0.289. (6) Drug 1: CCC(=C(C1=CC=CC=C1)C2=CC=C(C=C2)OCCN(C)C)C3=CC=CC=C3.C(C(=O)O)C(CC(=O)O)(C(=O)O)O. Drug 2: C1=CC=C(C=C1)NC(=O)CCCCCCC(=O)NO. Cell line: MCF7. Synergy scores: CSS=28.0, Synergy_ZIP=-9.44, Synergy_Bliss=0.352, Synergy_Loewe=-5.59, Synergy_HSA=1.21.